Task: Regression/Classification. Given a drug SMILES string, predict its absorption, distribution, metabolism, or excretion properties. Task type varies by dataset: regression for continuous measurements (e.g., permeability, clearance, half-life) or binary classification for categorical outcomes (e.g., BBB penetration, CYP inhibition). Dataset: cyp3a4_veith.. Dataset: CYP3A4 inhibition data for predicting drug metabolism from PubChem BioAssay (1) The result is 0 (non-inhibitor). The molecule is CNC[C@H](O)c1ccc(O)c(O)c1.O=C(O)[C@@H](O)[C@@H](O)C(=O)O. (2) The result is 0 (non-inhibitor). The molecule is COc1ccc(-n2nc([N+](=O)[O-])c(=NCCc3ccc(Cl)cc3)n2O)cc1. (3) The molecule is c1cncc(-c2nccc(NCc3cccs3)n2)c1. The result is 1 (inhibitor).